This data is from Full USPTO retrosynthesis dataset with 1.9M reactions from patents (1976-2016). The task is: Predict the reactants needed to synthesize the given product. (1) Given the product [Br:5][C:6]1[CH:7]=[C:8]2[C:12](=[CH:13][CH:14]=1)[NH:11][CH2:10][CH2:9]2, predict the reactants needed to synthesize it. The reactants are: [BH3-]C#N.[Na+].[Br:5][C:6]1[CH:7]=[C:8]2[C:12](=[CH:13][CH:14]=1)[NH:11][CH:10]=[CH:9]2. (2) Given the product [S:8]1[C:3]2[CH:4]=[CH:5][CH:6]=[CH:7][C:2]=2[NH:1][C:9]1=[O:10], predict the reactants needed to synthesize it. The reactants are: [NH2:1][C:2]1[CH:7]=[CH:6][CH:5]=[CH:4][C:3]=1[SH:8].[C:9](N1C=CN=C1)(N1C=CN=C1)=[O:10].Cl. (3) Given the product [N:27]1([C:32]2[N:33]=[CH:34][C:35]([C:2]3[N:3]=[C:4]4[C:9](=[CH:10][CH:11]=3)[N:8]=[CH:7][C:6]3[CH:12]=[CH:13][C:14](=[O:26])[N:15]([C:16]5[CH:21]=[CH:20][CH:19]=[C:18]([C:22]([F:23])([F:24])[F:25])[CH:17]=5)[C:5]4=3)=[CH:36][CH:37]=2)[CH2:28][CH2:29][CH2:30][CH2:31]1, predict the reactants needed to synthesize it. The reactants are: Cl[C:2]1[N:3]=[C:4]2[C:9](=[CH:10][CH:11]=1)[N:8]=[CH:7][C:6]1[CH:12]=[CH:13][C:14](=[O:26])[N:15]([C:16]3[CH:21]=[CH:20][CH:19]=[C:18]([C:22]([F:25])([F:24])[F:23])[CH:17]=3)[C:5]2=1.[N:27]1([C:32]2[CH:37]=[CH:36][C:35](B3OC(C)(C)C(C)(C)O3)=[CH:34][N:33]=2)[CH2:31][CH2:30][CH2:29][CH2:28]1.CC1(C)C(C)(C)OB(C2C=CC(N)=NC=2)O1. (4) Given the product [ClH:19].[Cl:19][C:16]1[CH:17]=[CH:18][C:11]2[CH2:10][CH2:9][NH:8][CH2:14][CH2:13][C:12]=2[C:15]=1[S:20][CH2:21][C:22]1[CH:27]=[CH:26][C:25]([C:28](=[O:30])[NH:31][CH2:32][CH:33]2[CH2:38][CH2:37][CH2:36][CH2:35][CH2:34]2)=[CH:24][N:23]=1, predict the reactants needed to synthesize it. The reactants are: C(OC([N:8]1[CH2:14][CH2:13][C:12]2[C:15]([S:20][CH2:21][C:22]3[CH:27]=[CH:26][C:25]([C:28]([OH:30])=O)=[CH:24][N:23]=3)=[C:16]([Cl:19])[CH:17]=[CH:18][C:11]=2[CH2:10][CH2:9]1)=O)(C)(C)C.[NH2:31][CH2:32][CH:33]1[CH2:38][CH2:37][CH2:36][CH2:35][CH2:34]1. (5) Given the product [OH:18][NH:10][C@@H:7]([C:4]1[CH:5]=[CH:6][CH:1]=[CH:2][CH:3]=1)[CH2:8][OH:9], predict the reactants needed to synthesize it. The reactants are: [CH:1]1[CH:6]=[CH:5][C:4]([C@H:7]([NH2:10])[CH2:8][OH:9])=[CH:3][CH:2]=1.C(=O)C1C=CC([O:18]C)=CC=1.O1CCCC1.ClC1C=C(C=CC=1)C(OO)=O. (6) Given the product [C:1]([C:3]1[C@@H:8]([C:9]2[CH:14]=[CH:13][C:12]([C:15]#[N:16])=[CH:11][C:10]=2[S:17]([CH3:20])(=[O:18])=[O:19])[N:7]([C:21]([N:45]2[CH2:50][CH2:49][CH2:48][C@@H:47]([NH:51][C:52](=[O:58])[O:53][C:54]([CH3:55])([CH3:57])[CH3:56])[CH2:46]2)=[O:22])[C:6](=[O:33])[N:5]([C:34]2[CH:39]=[CH:38][CH:37]=[C:36]([C:40]([F:42])([F:43])[F:41])[CH:35]=2)[C:4]=1[CH3:44])#[N:2], predict the reactants needed to synthesize it. The reactants are: [C:1]([C:3]1[C@@H:8]([C:9]2[CH:14]=[CH:13][C:12]([C:15]#[N:16])=[CH:11][C:10]=2[S:17]([CH3:20])(=[O:19])=[O:18])[N:7]([C:21](OC2C=CC([N+]([O-])=O)=CC=2)=[O:22])[C:6](=[O:33])[N:5]([C:34]2[CH:39]=[CH:38][CH:37]=[C:36]([C:40]([F:43])([F:42])[F:41])[CH:35]=2)[C:4]=1[CH3:44])#[N:2].[NH:45]1[CH2:50][CH2:49][CH2:48][C@@H:47]([NH:51][C:52](=[O:58])[O:53][C:54]([CH3:57])([CH3:56])[CH3:55])[CH2:46]1. (7) Given the product [CH3:14][C:15]1[CH:16]=[CH:17][C:18]([C:21]2[N:22]=[CH:23][C:24]([C:25]([N:10]3[C:11]4[C:6](=[CH:5][C:4]([C:1](=[O:3])[CH3:2])=[CH:13][CH:12]=4)[CH2:7][CH2:8][CH2:9]3)=[O:26])=[CH:28][CH:29]=2)=[CH:19][CH:20]=1, predict the reactants needed to synthesize it. The reactants are: [C:1]([C:4]1[CH:5]=[C:6]2[C:11](=[CH:12][CH:13]=1)[NH:10][CH2:9][CH2:8][CH2:7]2)(=[O:3])[CH3:2].[CH3:14][C:15]1[CH:20]=[CH:19][C:18]([C:21]2[CH:29]=[CH:28][C:24]([C:25](O)=[O:26])=[CH:23][N:22]=2)=[CH:17][CH:16]=1.